From a dataset of Forward reaction prediction with 1.9M reactions from USPTO patents (1976-2016). Predict the product of the given reaction. (1) Given the reactants [CH3:1][C:2]1([CH3:23])[O:6][CH:5]([C:7]2[N:12]=[CH:11][C:10]([NH:13][C:14](=[O:22])OC3C=CC=CC=3)=[CH:9][CH:8]=2)[CH2:4][O:3]1.[C:24]([C:28]1[CH:32]=[C:31]([CH2:33][NH2:34])[N:30]([C:35]2[CH:40]=[CH:39][CH:38]=[C:37]([Cl:41])[CH:36]=2)[N:29]=1)([CH3:27])([CH3:26])[CH3:25], predict the reaction product. The product is: [C:24]([C:28]1[CH:32]=[C:31]([CH2:33][NH:34][C:14]([NH:13][C:10]2[CH:11]=[N:12][C:7]([CH:5]3[CH2:4][O:3][C:2]([CH3:1])([CH3:23])[O:6]3)=[CH:8][CH:9]=2)=[O:22])[N:30]([C:35]2[CH:40]=[CH:39][CH:38]=[C:37]([Cl:41])[CH:36]=2)[N:29]=1)([CH3:27])([CH3:25])[CH3:26]. (2) Given the reactants [CH3:1][CH:2]([Si:4]([CH:16]([CH3:18])[CH3:17])([CH:13]([CH3:15])[CH3:14])[O:5][C:6]1[CH:12]=[CH:11][C:9]([NH2:10])=[CH:8][CH:7]=1)[CH3:3].Br[C:20]1[CH:25]=[CH:24][C:23]([N+:26]([O-:28])=[O:27])=[C:22]([C:29]([F:32])([F:31])[F:30])[CH:21]=1.C(O[Na])(C)(C)C, predict the reaction product. The product is: [N+:26]([C:23]1[CH:24]=[CH:25][C:20]([NH:10][C:9]2[CH:11]=[CH:12][C:6]([O:5][Si:4]([CH:16]([CH3:18])[CH3:17])([CH:2]([CH3:1])[CH3:3])[CH:13]([CH3:15])[CH3:14])=[CH:7][CH:8]=2)=[CH:21][C:22]=1[C:29]([F:30])([F:31])[F:32])([O-:28])=[O:27]. (3) Given the reactants [Cl:1][CH:2]([C:14]1[CH:19]=[CH:18][CH:17]=[CH:16][CH:15]=1)[C:3]([C:5]1[C:13]2[C:8](=[CH:9][CH:10]=[CH:11][CH:12]=2)[NH:7][CH:6]=1)=[O:4].[H-].[Na+].Br[CH2:23][CH2:24][N:25]1[CH2:30][CH2:29][O:28][CH2:27][CH2:26]1.O, predict the reaction product. The product is: [Cl:1][CH:2]([C:14]1[CH:19]=[CH:18][CH:17]=[CH:16][CH:15]=1)[C:3]([C:5]1[C:13]2[C:8](=[CH:9][CH:10]=[CH:11][CH:12]=2)[N:7]([CH2:23][CH2:24][N:25]2[CH2:30][CH2:29][O:28][CH2:27][CH2:26]2)[CH:6]=1)=[O:4]. (4) Given the reactants Br[C:2]1[CH:3]=[C:4]([C:14]([NH:16][CH2:17][C:18]2[C:19](=[O:28])[NH:20][C:21]([CH3:27])=[CH:22][C:23]=2[CH2:24][CH2:25][CH3:26])=[O:15])[C:5]2[CH:6]=[N:7][N:8]([CH:11]([CH3:13])[CH3:12])[C:9]=2[CH:10]=1.[CH3:29][N:30]1[CH2:35][CH2:34][NH:33][CH2:32][CH:31]1C1C=CC(B2OC(C)(C)C(C)(C)O2)=CN=1, predict the reaction product. The product is: [CH3:12][CH:11]([N:8]1[C:9]2[CH:10]=[C:2]([C:18]3[CH:19]=[N:20][C:21]([N:33]4[CH2:32][CH2:31][N:30]([CH3:29])[CH2:35][CH2:34]4)=[CH:22][CH:23]=3)[CH:3]=[C:4]([C:14]([NH:16][CH2:17][C:18]3[C:19](=[O:28])[NH:20][C:21]([CH3:27])=[CH:22][C:23]=3[CH2:24][CH2:25][CH3:26])=[O:15])[C:5]=2[CH:6]=[N:7]1)[CH3:13]. (5) Given the reactants F[B-](F)(F)F.B(F)(F)[F:7].CCOCC.N[C:16]1[CH:17]=[CH:18][C:19]2[CH2:20][CH2:21][C@@H:22]3[C@@H:31]([C:32]=2[CH:33]=1)[CH2:30][CH2:29][C@@:27]1([CH3:28])[C@H:23]3[CH2:24][CH2:25][CH2:26]1.C(ON=O)(C)(C)C, predict the reaction product. The product is: [F:7][C:17]1[CH:16]=[CH:33][C:32]2[C@@H:31]3[C@H:22]([C@H:23]4[C@@:27]([CH2:29][CH2:30]3)([CH3:28])[CH2:26][CH2:25][CH2:24]4)[CH2:21][CH2:20][C:19]=2[CH:18]=1.